Dataset: Experimentally validated miRNA-target interactions with 360,000+ pairs, plus equal number of negative samples. Task: Binary Classification. Given a miRNA mature sequence and a target amino acid sequence, predict their likelihood of interaction. (1) The miRNA is hsa-miR-210-3p with sequence CUGUGCGUGUGACAGCGGCUGA. The protein sequence of the target gene is MEAAPSRFMFLLFLLTCELAAEVAAEVEKSSDGPGAAQEPTWLTDVPAAMEFIAATEVAVIGFFQDLEIPAVPILHSMVQKFPGVSFGISTDSEVLTHYNITGNTICLFRLVDNEQLNLEDEDIESIDATKLSRFIEINSLHMVTEYNPVTVIGLFNSVIQIHLLLIMNKASPEYEENMHRYQKAAKLFQGKILFILVDSGMKENGKVISFFKLKESQLPALAIYQTLDDEWDTLPTAEVSVEHVQNFCDGFLSGKLLKENRESEGKTPKVEL. Result: 1 (interaction). (2) Result: 0 (no interaction). The protein sequence of the target gene is MGESWAARGAEGAPARMPLVLTALWAAVVVLELAYVMVLGPGPPPLGPLARALQLALAAYQLLNLLGNVVLFLRSDPSIRGVMLAGRGLGQGWAYCYQCQSQVPPRSGHCSACRVCILRRDHHCRLLGCCVGFHNYRPFLCLLLHSAGVLLHISVLLGPALSALLQAHSALYTVALLLLPWLMLLTGKVSLAQFALAFVVDTCVAGALLCGAGLLFHGMLLLRGQTTWEWARGHHCYDLGTCHNLQAALGPRWALVWFWPFLASPLPGDGISFQTPGDVGLVTS. The miRNA is hsa-miR-4482-3p with sequence UUUCUAUUUCUCAGUGGGGCUC. (3) The miRNA is hsa-miR-2117 with sequence UGUUCUCUUUGCCAAGGACAG. The protein sequence of the target gene is MPSLWDRFSSSSSSSSSSRTPAADRPPRSAWGSAAREEGLDRCASLESSDCESLDSSNSGFGPEEDSSYLDGVSLPDFELLSDPEDEHLCANLMQLLQESLSQARLGSRRPARLLMPSQLVSQVGKELLRLAYSEPCGLRGALLDVCVEQGKSCHSVAQLALDPSLVPTFQLTLVLRLDSRLWPKIQGLLSSANSSLVPGYSQSLTLSTGFRVIKKKLYSSEQLLIEEC. Result: 0 (no interaction).